Dataset: Catalyst prediction with 721,799 reactions and 888 catalyst types from USPTO. Task: Predict which catalyst facilitates the given reaction. (1) Reactant: [F:1][C:2]1[CH:18]=[CH:17][CH:16]=[C:15]([F:19])[C:3]=1/[CH:4]=[CH:5]/[C:6]1[CH:14]=[CH:13][C:9]([N:10](C)[CH3:11])=[CH:8][CH:7]=1.N#CBr. Product: [F:1][C:2]1[CH:18]=[CH:17][CH:16]=[C:15]([F:19])[C:3]=1/[CH:4]=[CH:5]/[C:6]1[CH:14]=[CH:13][C:9]([NH:10][CH3:11])=[CH:8][CH:7]=1. The catalyst class is: 21. (2) Reactant: B(F)(F)F.CCOCC.[CH:10]1([CH2:13][C@@H:14]2[O:22][CH2:21][C:17]3=[N:18][O:19][CH2:20][C@@H:16]3[CH2:15]2)[CH2:12][CH2:11]1.[F:23][C:24]1[CH:29]=[C:28]([F:30])[CH:27]=[CH:26][C:25]=1I.C([Li])CCC. Product: [CH:10]1([CH2:13][C@@H:14]2[O:22][CH2:21][C@:17]3([C:27]4[CH:26]=[CH:25][C:24]([F:23])=[CH:29][C:28]=4[F:30])[NH:18][O:19][CH2:20][C@@H:16]3[CH2:15]2)[CH2:11][CH2:12]1. The catalyst class is: 11. (3) Reactant: [NH2:1][C:2]1[CH:10]=[CH:9][CH:8]=[CH:7][C:3]=1[C:4]([OH:6])=[O:5].[I:11](O)(=O)=O. Product: [NH2:1][C:2]1[CH:10]=[CH:9][C:8]([I:11])=[CH:7][C:3]=1[C:4]([OH:6])=[O:5]. The catalyst class is: 15. (4) Reactant: [N:1]1[C:10]2[C:5](=[CH:6][C:7]([C:11]#[N:12])=[CH:8][CH:9]=2)[CH:4]=[CH:3][CH:2]=1. Product: [N:1]1[C:10]2[C:5](=[CH:6][C:7]([CH2:11][NH2:12])=[CH:8][CH:9]=2)[CH:4]=[CH:3][CH:2]=1. The catalyst class is: 834.